This data is from Catalyst prediction with 721,799 reactions and 888 catalyst types from USPTO. The task is: Predict which catalyst facilitates the given reaction. Reactant: [NH2:1][C:2]1[CH:3]=[C:4]([C:9](=[O:11])[CH3:10])[CH:5]=[CH:6][C:7]=1[F:8].[BH4-].[Na+]. Product: [NH2:1][C:2]1[CH:3]=[C:4]([CH:9]([OH:11])[CH3:10])[CH:5]=[CH:6][C:7]=1[F:8]. The catalyst class is: 100.